Dataset: Reaction yield outcomes from USPTO patents with 853,638 reactions. Task: Predict the reaction yield, written as a fraction of the theoretical maximum amount of product (1.0 means a 100% yield; for example, 0.34 means a 34% yield). (1) The reactants are [CH3:1][O-:2].[Na+].[CH3:4][O:5][C:6](=[O:33])[CH:7]([C:12]1[C:17]([CH3:18])=[CH:16][C:15](I)=[C:14]([CH:20]2[CH2:22][CH2:21]2)[C:13]=1[C:23]1[CH:24]=[C:25]2[C:30](=[CH:31][CH:32]=1)[O:29][CH2:28][CH2:27][CH2:26]2)[O:8][CH:9]1[CH2:11][CH2:10]1. The catalyst is CN(C)C=O.CO.[Cu]I. The product is [CH3:4][O:5][C:6](=[O:33])[CH:7]([C:12]1[C:17]([CH3:18])=[CH:16][C:15]([O:2][CH3:1])=[C:14]([CH:20]2[CH2:22][CH2:21]2)[C:13]=1[C:23]1[CH:24]=[C:25]2[C:30](=[CH:31][CH:32]=1)[O:29][CH2:28][CH2:27][CH2:26]2)[O:8][CH:9]1[CH2:11][CH2:10]1. The yield is 0.140. (2) The reactants are Br[C:2]1[N:7]=[C:6]([NH:8][C:9]2[CH:13]=[C:12]([CH:14]3[CH2:16][CH2:15]3)[NH:11][N:10]=2)[C:5]([Cl:17])=[CH:4][N:3]=1.[CH3:18][O:19][CH2:20][CH2:21][NH:22][S:23]([C:26]1[S:27][C:28](B2OC(C)(C)C(C)(C)O2)=[CH:29][CH:30]=1)(=[O:25])=[O:24].C([O-])([O-])=O.[Na+].[Na+]. The catalyst is O1CCOCC1.O.C1C=CC(P(C2C=CC=CC=2)[C-]2C=CC=C2)=CC=1.C1C=CC(P(C2C=CC=CC=2)[C-]2C=CC=C2)=CC=1.Cl[Pd]Cl.[Fe+2]. The product is [Cl:17][C:5]1[C:6]([NH:8][C:9]2[CH:13]=[C:12]([CH:14]3[CH2:16][CH2:15]3)[NH:11][N:10]=2)=[N:7][C:2]([C:28]2[S:27][C:26]([S:23]([NH:22][CH2:21][CH2:20][O:19][CH3:18])(=[O:24])=[O:25])=[CH:30][CH:29]=2)=[N:3][CH:4]=1. The yield is 0.281. (3) The reactants are [CH2:1]([O:3][CH2:4][C:5]1[N:6]([CH2:18][C:19]2([OH:32])[CH2:24][CH2:23][N:22]([C:25]([O:27][C:28]([CH3:31])([CH3:30])[CH3:29])=[O:26])[CH2:21][CH2:20]2)[C:7]2[C:16]3[CH:15]=[CH:14][CH:13]=[CH:12][C:11]=3[N:10]=[CH:9][C:8]=2[N:17]=1)[CH3:2].[H-].[Na+].[CH:35]([S:37]([CH3:40])(=[O:39])=[O:38])=[CH2:36]. The catalyst is O1CCCC1. The product is [CH2:1]([O:3][CH2:4][C:5]1[N:6]([CH2:18][C:19]2([O:32][CH2:36][CH2:35][S:37]([CH3:40])(=[O:39])=[O:38])[CH2:24][CH2:23][N:22]([C:25]([O:27][C:28]([CH3:31])([CH3:30])[CH3:29])=[O:26])[CH2:21][CH2:20]2)[C:7]2[C:16]3[CH:15]=[CH:14][CH:13]=[CH:12][C:11]=3[N:10]=[CH:9][C:8]=2[N:17]=1)[CH3:2]. The yield is 0.190. (4) The reactants are C[Si](C)(C)[NH:3][Si](C)(C)C.[Li].[Cl:11][C:12]1[CH:13]=[C:14]2[C:19](=[C:20]([I:22])[CH:21]=1)[O:18][C:17](=[O:23])[CH:16]=[CH:15]2.C(O)(=O)C.C(=O)([O-])[O-].[Na+].[Na+].O1CCOCC1.Cl. The catalyst is O1CCCC1.CCOCC.C(OCC)(=O)C. The product is [ClH:11].[NH2:3][CH:15]1[C:14]2[C:19](=[C:20]([I:22])[CH:21]=[C:12]([Cl:11])[CH:13]=2)[O:18][C:17](=[O:23])[CH2:16]1. The yield is 0.590. (5) The product is [OH:28][C:10]1[C:11]2[C:15](=[O:16])[N:14]([CH2:17][C:18]3[CH:23]=[CH:22][C:21]([C:24]([F:27])([F:26])[F:25])=[CH:20][CH:19]=3)[CH2:13][C:12]=2[C:3]([O:2][CH3:1])=[C:4]2[C:9]=1[N:8]=[CH:7][CH:6]=[CH:5]2. The yield is 0.540. The catalyst is ClCCl. The reactants are [CH3:1][O:2][C:3]1[C:12]2[CH2:13][N:14]([CH2:17][C:18]3[CH:23]=[CH:22][C:21]([C:24]([F:27])([F:26])[F:25])=[CH:20][CH:19]=3)[C:15](=[O:16])[C:11]=2[C:10]([O:28]CC2C=CC(OC)=CC=2)=[C:9]2[C:4]=1[CH:5]=[CH:6][CH:7]=[N:8]2.C([SiH](CC)CC)C.FC(F)(F)C(O)=O. (6) The reactants are C[O:2][C:3]([C:5]1[CH:6]=[C:7]2[C:11](=[CH:12][CH:13]=1)[CH2:10][C@H:9]([NH:14][S:15]([CH:18]([CH3:20])[CH3:19])(=[O:17])=[O:16])[CH2:8]2)=O.[H-].[Al+3].[Li+].[H-].[H-].[H-]. The catalyst is C1COCC1. The product is [OH:2][CH2:3][C:5]1[CH:6]=[C:7]2[C:11](=[CH:12][CH:13]=1)[CH2:10][C@H:9]([NH:14][S:15]([CH:18]([CH3:20])[CH3:19])(=[O:17])=[O:16])[CH2:8]2. The yield is 1.03. (7) The reactants are [NH:1]1[C:5]2[CH:6]=[CH:7][CH:8]=[CH:9][C:4]=2[N:3]=[C:2]1[C:10]([N:12]1[CH2:15][CH:14]([C:16]2[C:21]([Cl:22])=[N:20][CH:19]=[CH:18][N:17]=2)[CH2:13]1)=[O:11].[H-].[Na+].[F:25][C:26]([F:30])([F:29])[CH2:27]I. The catalyst is CN(C=O)C. The product is [Cl:22][C:21]1[C:16]([CH:14]2[CH2:13][N:12]([C:10]([C:2]3[N:3]([CH2:27][C:26]([F:30])([F:29])[F:25])[C:4]4[CH:9]=[CH:8][CH:7]=[CH:6][C:5]=4[N:1]=3)=[O:11])[CH2:15]2)=[N:17][CH:18]=[CH:19][N:20]=1. The yield is 0.900. (8) The reactants are C([O:3][C:4](=[O:28])[CH2:5][N:6]1[C:10]([CH2:11][CH3:12])=[C:9]([CH2:13][C:14]2[CH:22]=[C:21]([CH3:23])[C:20]([O:24][CH3:25])=[C:19]3[C:15]=2[CH2:16][CH2:17][CH2:18]3)[C:8]([CH2:26][CH3:27])=[N:7]1)C.[OH-].[Na+]. The catalyst is O1CCCC1.CO.O. The product is [CH2:26]([C:8]1[C:9]([CH2:13][C:14]2[CH:22]=[C:21]([CH3:23])[C:20]([O:24][CH3:25])=[C:19]3[C:15]=2[CH2:16][CH2:17][CH2:18]3)=[C:10]([CH2:11][CH3:12])[N:6]([CH2:5][C:4]([OH:28])=[O:3])[N:7]=1)[CH3:27]. The yield is 0.755. (9) The reactants are [C:1]([NH:4][C:5]1[NH:6][C:7](=O)[C:8]2[N:14]=[C:13]([Cl:15])[CH:12]=[CH:11][C:9]=2[N:10]=1)(=[O:3])[CH3:2].CCN(C(C)C)C(C)C.O=P(Cl)(Cl)[Cl:28]. The catalyst is O1CCOCC1. The product is [Cl:28][C:7]1[C:8]2[N:14]=[C:13]([Cl:15])[CH:12]=[CH:11][C:9]=2[N:10]=[C:5]([NH:4][C:1](=[O:3])[CH3:2])[N:6]=1. The yield is 0.780.